This data is from NCI-60 drug combinations with 297,098 pairs across 59 cell lines. The task is: Regression. Given two drug SMILES strings and cell line genomic features, predict the synergy score measuring deviation from expected non-interaction effect. (1) Drug 1: C1=NC2=C(N1)C(=S)N=C(N2)N. Drug 2: C1CN(P(=O)(OC1)NCCCl)CCCl. Cell line: RPMI-8226. Synergy scores: CSS=34.9, Synergy_ZIP=3.54, Synergy_Bliss=5.10, Synergy_Loewe=-40.4, Synergy_HSA=4.75. (2) Drug 1: C1CC(=O)NC(=O)C1N2CC3=C(C2=O)C=CC=C3N. Drug 2: CCCCC(=O)OCC(=O)C1(CC(C2=C(C1)C(=C3C(=C2O)C(=O)C4=C(C3=O)C=CC=C4OC)O)OC5CC(C(C(O5)C)O)NC(=O)C(F)(F)F)O. Cell line: NCI/ADR-RES. Synergy scores: CSS=6.64, Synergy_ZIP=3.46, Synergy_Bliss=-0.575, Synergy_Loewe=3.03, Synergy_HSA=1.02. (3) Drug 1: C1=C(C(=O)NC(=O)N1)F. Drug 2: CC1C(C(CC(O1)OC2CC(OC(C2O)C)OC3=CC4=CC5=C(C(=O)C(C(C5)C(C(=O)C(C(C)O)O)OC)OC6CC(C(C(O6)C)O)OC7CC(C(C(O7)C)O)OC8CC(C(C(O8)C)O)(C)O)C(=C4C(=C3C)O)O)O)O. Cell line: LOX IMVI. Synergy scores: CSS=32.1, Synergy_ZIP=-2.10, Synergy_Bliss=-4.66, Synergy_Loewe=-3.95, Synergy_HSA=-3.82. (4) Drug 1: C1=CC(=C2C(=C1NCCNCCO)C(=O)C3=C(C=CC(=C3C2=O)O)O)NCCNCCO. Drug 2: CCC(=C(C1=CC=CC=C1)C2=CC=C(C=C2)OCCN(C)C)C3=CC=CC=C3.C(C(=O)O)C(CC(=O)O)(C(=O)O)O. Cell line: U251. Synergy scores: CSS=60.1, Synergy_ZIP=8.59, Synergy_Bliss=7.38, Synergy_Loewe=-23.5, Synergy_HSA=7.33. (5) Drug 1: CC1=C(C=C(C=C1)NC2=NC=CC(=N2)N(C)C3=CC4=NN(C(=C4C=C3)C)C)S(=O)(=O)N.Cl. Drug 2: CC1=C2C(C(=O)C3(C(CC4C(C3C(C(C2(C)C)(CC1OC(=O)C(C(C5=CC=CC=C5)NC(=O)OC(C)(C)C)O)O)OC(=O)C6=CC=CC=C6)(CO4)OC(=O)C)O)C)O. Cell line: DU-145. Synergy scores: CSS=59.9, Synergy_ZIP=17.8, Synergy_Bliss=13.8, Synergy_Loewe=-30.2, Synergy_HSA=12.7. (6) Drug 1: CC1=C2C(C(=O)C3(C(CC4C(C3C(C(C2(C)C)(CC1OC(=O)C(C(C5=CC=CC=C5)NC(=O)OC(C)(C)C)O)O)OC(=O)C6=CC=CC=C6)(CO4)OC(=O)C)OC)C)OC. Drug 2: CC1=C(C=C(C=C1)C(=O)NC2=CC(=CC(=C2)C(F)(F)F)N3C=C(N=C3)C)NC4=NC=CC(=N4)C5=CN=CC=C5. Cell line: RPMI-8226. Synergy scores: CSS=56.7, Synergy_ZIP=2.75, Synergy_Bliss=1.15, Synergy_Loewe=-23.2, Synergy_HSA=-0.448. (7) Drug 1: C1=CC(=CC=C1C#N)C(C2=CC=C(C=C2)C#N)N3C=NC=N3. Drug 2: CCC1(CC2CC(C3=C(CCN(C2)C1)C4=CC=CC=C4N3)(C5=C(C=C6C(=C5)C78CCN9C7C(C=CC9)(C(C(C8N6C=O)(C(=O)OC)O)OC(=O)C)CC)OC)C(=O)OC)O.OS(=O)(=O)O. Cell line: SNB-75. Synergy scores: CSS=2.49, Synergy_ZIP=-2.76, Synergy_Bliss=-2.01, Synergy_Loewe=-17.2, Synergy_HSA=-4.77. (8) Drug 1: CN1C(=O)N2C=NC(=C2N=N1)C(=O)N. Drug 2: C(CCl)NC(=O)N(CCCl)N=O. Cell line: UACC-257. Synergy scores: CSS=5.51, Synergy_ZIP=-1.06, Synergy_Bliss=0.0175, Synergy_Loewe=-0.559, Synergy_HSA=0.550. (9) Cell line: OVCAR-8. Drug 2: CCN(CC)CCNC(=O)C1=C(NC(=C1C)C=C2C3=C(C=CC(=C3)F)NC2=O)C. Drug 1: C1=NC2=C(N1)C(=S)N=C(N2)N. Synergy scores: CSS=23.5, Synergy_ZIP=-0.0399, Synergy_Bliss=-0.750, Synergy_Loewe=-9.44, Synergy_HSA=-2.76.